Dataset: Full USPTO retrosynthesis dataset with 1.9M reactions from patents (1976-2016). Task: Predict the reactants needed to synthesize the given product. (1) Given the product [Cl:1][C:2]1[CH:3]=[C:4]([C:10]2[CH2:11][C:12](=[O:14])[N:24]([CH3:23])[N:25]=2)[CH:5]=[CH:6][C:7]=1[S:8][CH3:9], predict the reactants needed to synthesize it. The reactants are: [Cl:1][C:2]1[CH:3]=[C:4]([C:10](=O)[CH2:11][C:12]([O:14]CC)=O)[CH:5]=[CH:6][C:7]=1[S:8][CH3:9].S(O)(O)(=O)=O.[CH3:23][NH:24][NH2:25].C(N(CC)CC)C. (2) The reactants are: Br[CH:2]1[CH2:5][CH2:4][CH2:3]1.[CH3:6][O:7][C:8]1[CH:9]=[C:10]([C:16]2[N:21]=[C:20]([O:22][C@@H:23]([C@H:25]3[CH2:29][NH:28][C:27](=[O:30])[CH2:26]3)[CH3:24])[C:19]3[NH:31][CH:32]=[N:33][C:18]=3[CH:17]=2)[CH:11]=[CH:12][C:13]=1[O:14][CH3:15].C(=O)([O-])[O-].[Cs+].[Cs+]. Given the product [CH:2]1([N:31]2[C:19]3[C:20]([O:22][C@@H:23]([C@H:25]4[CH2:29][NH:28][C:27](=[O:30])[CH2:26]4)[CH3:24])=[N:21][C:16]([C:10]4[CH:11]=[CH:12][C:13]([O:14][CH3:15])=[C:8]([O:7][CH3:6])[CH:9]=4)=[CH:17][C:18]=3[N:33]=[CH:32]2)[CH2:5][CH2:4][CH2:3]1, predict the reactants needed to synthesize it. (3) Given the product [NH2:26][C:22]1[C:23]([Cl:25])=[CH:24][C:19]([C:18]([NH:17][CH2:16][C@@H:12]2[CH2:11][N:10]([CH2:9][CH2:8][CH2:7][CH2:6][CH2:5][C:4]([OH:31])=[O:3])[CH2:15][CH2:14][O:13]2)=[O:30])=[C:20]([O:27][CH2:28][CH3:29])[CH:21]=1, predict the reactants needed to synthesize it. The reactants are: C([O:3][C:4](=[O:31])[CH2:5][CH2:6][CH2:7][CH2:8][CH2:9][N:10]1[CH2:15][CH2:14][O:13][C@H:12]([CH2:16][NH:17][C:18](=[O:30])[C:19]2[CH:24]=[C:23]([Cl:25])[C:22]([NH2:26])=[CH:21][C:20]=2[O:27][CH2:28][CH3:29])[CH2:11]1)C.[OH-].[Na+].C(O)(=O)C. (4) Given the product [CH2:1]([O:3][C:4]([CH:6]1[CH2:11][CH2:10][CH2:9][N:8]([C:12]2[C:17]([NH2:18])=[CH:16][N:15]=[C:14]([Cl:21])[N:13]=2)[CH2:7]1)=[O:5])[CH3:2], predict the reactants needed to synthesize it. The reactants are: [CH2:1]([O:3][C:4]([CH:6]1[CH2:11][CH2:10][CH2:9][N:8]([C:12]2[C:17]([N+:18]([O-])=O)=[CH:16][N:15]=[C:14]([Cl:21])[N:13]=2)[CH2:7]1)=[O:5])[CH3:2].FC(F)(F)C(O)=O.[OH-].[Na+]. (5) Given the product [CH3:40][O:1][C@@H:2]1[CH2:7][CH2:6][C@H:5]([NH:8][C:9](=[O:18])[O:10][CH2:11][C:12]2[CH:17]=[CH:16][CH:15]=[CH:14][CH:13]=2)[C@H:4]([CH2:19][O:20][C:21]([C:28]2[CH:29]=[CH:30][CH:31]=[CH:32][CH:33]=2)([C:22]2[CH:23]=[CH:24][CH:25]=[CH:26][CH:27]=2)[C:34]2[CH:35]=[CH:36][CH:37]=[CH:38][CH:39]=2)[CH2:3]1, predict the reactants needed to synthesize it. The reactants are: [OH:1][C@@H:2]1[CH2:7][CH2:6][C@H:5]([NH:8][C:9](=[O:18])[O:10][CH2:11][C:12]2[CH:17]=[CH:16][CH:15]=[CH:14][CH:13]=2)[C@H:4]([CH2:19][O:20][C:21]([C:34]2[CH:39]=[CH:38][CH:37]=[CH:36][CH:35]=2)([C:28]2[CH:33]=[CH:32][CH:31]=[CH:30][CH:29]=2)[C:22]2[CH:27]=[CH:26][CH:25]=[CH:24][CH:23]=2)[CH2:3]1.[CH3:40]I.